Dataset: Reaction yield outcomes from USPTO patents with 853,638 reactions. Task: Predict the reaction yield, written as a fraction of the theoretical maximum amount of product (1.0 means a 100% yield; for example, 0.34 means a 34% yield). (1) The reactants are Cl.[NH2:2][C:3]1[CH:8]=[CH:7][CH:6]=[C:5]([C:9]2[CH:14]=[CH:13][CH:12]=[C:11]([C:15]3[NH:19][N:18]=[N:17][N:16]=3)[CH:10]=2)[C:4]=1[OH:20].[N:21]([O-])=O.[Na+].[CH3:25][C:26]1([CH3:42])[C:34]2[C:29](=[CH:30][CH:31]=[C:32]([N:35]3[C:39](=[O:40])[CH2:38][C:37]([CH3:41])=[N:36]3)[CH:33]=2)[CH2:28][CH2:27]1.C(=O)(O)[O-].[Na+]. The catalyst is Cl.C(O)C. The product is [CH3:25][C:26]1([CH3:42])[C:34]2[C:29](=[CH:30][CH:31]=[C:32]([N:35]3[C:39](=[O:40])[C:38](=[N:21][NH:2][C:3]4[C:4]([OH:20])=[C:5]([C:9]5[CH:14]=[CH:13][CH:12]=[C:11]([C:15]6[NH:19][N:18]=[N:17][N:16]=6)[CH:10]=5)[CH:6]=[CH:7][CH:8]=4)[C:37]([CH3:41])=[N:36]3)[CH:33]=2)[CH2:28][CH2:27]1. The yield is 0.738. (2) The reactants are [CH3:1][N:2]1[CH:6]=[C:5]([C:7]2[S:8][C:9]([CH3:12])=[CH:10][CH:11]=2)[N:4]=[CH:3]1.[Li]CCCC.[I:18]I.[NH4+].[Cl-]. The catalyst is C1COCC1. The product is [I:18][C:3]1[N:2]([CH3:1])[CH:6]=[C:5]([C:7]2[S:8][C:9]([CH3:12])=[CH:10][CH:11]=2)[N:4]=1. The yield is 0.840. (3) The reactants are [CH2:1]([O:8][C:9]1[CH:10]=[C:11]([OH:15])[CH:12]=[CH:13][CH:14]=1)[C:2]1[CH:7]=[CH:6][CH:5]=[CH:4][CH:3]=1.N(C(OC(C)(C)C)=O)=NC(OC(C)(C)C)=O.[C:32]([O:36][C:37]([N:39]1[C@@H:43]([CH2:44][C@H:45](O)[CH2:46][CH3:47])[CH2:42][O:41][C:40]1([CH3:50])[CH3:49])=[O:38])([CH3:35])([CH3:34])[CH3:33]. The catalyst is C1COCC1. The product is [C:32]([O:36][C:37]([N:39]1[C@@H:43]([CH2:44][C@@H:45]([O:15][C:11]2[CH:12]=[CH:13][CH:14]=[C:9]([O:8][CH2:1][C:2]3[CH:3]=[CH:4][CH:5]=[CH:6][CH:7]=3)[CH:10]=2)[CH2:46][CH3:47])[CH2:42][O:41][C:40]1([CH3:49])[CH3:50])=[O:38])([CH3:35])([CH3:34])[CH3:33]. The yield is 0.340. (4) The product is [F:1][C:2]1[CH:3]=[C:4]([NH:12][C:13](=[O:15])[CH3:14])[CH:5]=[CH:6][C:7]=1[C:8]([F:10])([F:11])[F:9]. The catalyst is CN(C1C=CN=CC=1)C.C1(C)C=CC=CC=1. The yield is 0.810. The reactants are [F:1][C:2]1[CH:3]=[C:4]([NH2:12])[CH:5]=[CH:6][C:7]=1[C:8]([F:11])([F:10])[F:9].[C:13](OC(=O)C)(=[O:15])[CH3:14]. (5) The reactants are N[C:2]1[C:7]([N+:8]([O-:10])=[O:9])=[C:6]([CH3:11])[C:5]([Br:12])=[CH:4][N:3]=1.[Br:13][C:14]1[C:15]([CH3:24])=[C:16]([N+:21]([O-:23])=[O:22])[C:17](I)=[N:18][CH:19]=1.I([O-])(=O)(=O)=O.[Na+].[OH2:31]. The catalyst is C1COCC1.[Cu](Br)Br.[Os](=O)(=O)(=O)=O. The product is [Br:12][C:5]1[C:6]([CH3:11])=[C:7]([N+:8]([O-:10])=[O:9])[C:2]([CH:14]=[O:31])=[N:3][CH:4]=1.[Br:13][C:14]1[C:15]([CH3:24])=[C:16]([N+:21]([O-:23])=[O:22])[C:17]([CH:2]=[CH2:7])=[N:18][CH:19]=1. The yield is 0.590.